The task is: Predict which catalyst facilitates the given reaction.. This data is from Catalyst prediction with 721,799 reactions and 888 catalyst types from USPTO. (1) The catalyst class is: 20. Reactant: [F:1][C:2]1[CH:3]=[C:4]([NH:26][C:27]2[CH:32]=[CH:31][C:30]([I:33])=[CH:29][C:28]=2[F:34])[C:5]([N+:23]([O-])=O)=[C:6]([CH:22]=1)[O:7][C:8]1[CH:9]=[C:10]([NH:14][C:15](=[O:21])[O:16][C:17]([CH3:20])([CH3:19])[CH3:18])[CH:11]=[CH:12][CH:13]=1.S(S([O-])=O)([O-])=O.[Na+].[Na+]. Product: [NH2:23][C:5]1[C:4]([NH:26][C:27]2[CH:32]=[CH:31][C:30]([I:33])=[CH:29][C:28]=2[F:34])=[CH:3][C:2]([F:1])=[CH:22][C:6]=1[O:7][C:8]1[CH:9]=[C:10]([NH:14][C:15](=[O:21])[O:16][C:17]([CH3:20])([CH3:19])[CH3:18])[CH:11]=[CH:12][CH:13]=1. (2) Reactant: [CH:1]([O:4][C:5]1[C:6]2[CH:17]=[C:16]([C:18]([F:21])([F:20])[F:19])[CH:15]=[CH:14][C:7]=2[S:8][C:9]=1[C:10]([O:12]C)=[O:11])([CH3:3])[CH3:2].O.[OH-].[Li+].O. Product: [CH:1]([O:4][C:5]1[C:6]2[CH:17]=[C:16]([C:18]([F:21])([F:19])[F:20])[CH:15]=[CH:14][C:7]=2[S:8][C:9]=1[C:10]([OH:12])=[O:11])([CH3:3])[CH3:2]. The catalyst class is: 5. (3) Reactant: [CH3:1][O:2][C:3]1[CH:8]=[CH:7][C:6]([CH2:9][C:10]#[N:11])=[CH:5][C:4]=1[O:12][C:13]([F:16])([F:15])[F:14].CS(C)=O.Br[CH2:22][CH2:23]Cl.[Li]N. Product: [CH3:1][O:2][C:3]1[CH:8]=[CH:7][C:6]([C:9]2([C:10]#[N:11])[CH2:23][CH2:22]2)=[CH:5][C:4]=1[O:12][C:13]([F:15])([F:14])[F:16]. The catalyst class is: 57. (4) Reactant: [N:1]1[CH:2]=[CH:3][N:4]2[CH:9]=[C:8]([C:10]3[CH:11]=[C:12]([NH:18][S:19]([CH:22]4[CH2:24][CH2:23]4)(=[O:21])=[O:20])[C:13]([O:16][CH3:17])=[N:14][CH:15]=3)[CH:7]=[CH:6][C:5]=12.C1C(=O)N([I:32])C(=O)C1. Product: [I:32][C:3]1[N:4]2[CH:9]=[C:8]([C:10]3[CH:11]=[C:12]([NH:18][S:19]([CH:22]4[CH2:23][CH2:24]4)(=[O:21])=[O:20])[C:13]([O:16][CH3:17])=[N:14][CH:15]=3)[CH:7]=[CH:6][C:5]2=[N:1][CH:2]=1. The catalyst class is: 10. (5) Reactant: [CH:1]1[C:6]([OH:7])=[CH:5][CH:4]=[C:3]([Br:8])[CH:2]=1.C(=O)([O-])[O-].[K+].[K+].[CH2:15](Cl)[C:16]1[CH:21]=[CH:20][CH:19]=[CH:18][CH:17]=1.O. Product: [CH2:15]([O:7][C:6]1[CH:5]=[CH:4][C:3]([Br:8])=[CH:2][CH:1]=1)[C:16]1[CH:21]=[CH:20][CH:19]=[CH:18][CH:17]=1. The catalyst class is: 9. (6) Reactant: [CH3:1][O:2][C:3](=[O:9])[C@@H:4]1[CH2:8][CH2:7][CH2:6][NH:5]1.Cl.CCN(CC)CC.[Cl:18][CH2:19][C:20](Cl)=[O:21]. Product: [CH3:1][O:2][C:3](=[O:9])[C@@H:4]1[CH2:8][CH2:7][CH2:6][N:5]1[C:20](=[O:21])[CH2:19][Cl:18]. The catalyst class is: 326. (7) Reactant: [F:1][C:2]1[CH:10]=[C:9]2[C:5]([CH2:6][C:7]([CH3:17])=[C:8]2[CH2:11][C:12]([O:14]CC)=[O:13])=[CH:4][CH:3]=1.C[O-].[Na+].[CH3:21][S:22][C:23]1[CH:30]=[CH:29][C:26]([CH:27]=O)=[CH:25][CH:24]=1. Product: [CH3:21][S:22][C:23]1[CH:30]=[CH:29][C:26](/[CH:27]=[C:6]2/[C:7]([CH3:17])=[C:8]([CH2:11][C:12]([OH:14])=[O:13])[C:9]3[C:5]/2=[CH:4][CH:3]=[C:2]([F:1])[CH:10]=3)=[CH:25][CH:24]=1. The catalyst class is: 5.